Task: Predict the product of the given reaction.. Dataset: Forward reaction prediction with 1.9M reactions from USPTO patents (1976-2016) (1) Given the reactants [CH2:1]([CH:3]1[N:12]2[C:7](=[CH:8][C:9](=[O:18])[C:10]([C:13]([O:15][CH2:16][CH3:17])=[O:14])=[CH:11]2)[C:6]2[CH:19]=[C:20]([O:24][CH3:25])[C:21]([OH:23])=[CH:22][C:5]=2[CH2:4]1)[CH3:2].Br[CH2:27][CH2:28][N:29]1[C:33](=[O:34])[CH2:32][CH2:31][C:30]1=[O:35].C([O-])([O-])=O.[K+].[K+], predict the reaction product. The product is: [O:35]=[C:30]1[CH2:31][CH2:32][C:33](=[O:34])[N:29]1[CH2:28][CH2:27][O:23][C:21]1[C:20]([O:24][CH3:25])=[CH:19][C:6]2[C:7]3[N:12]([CH:3]([CH2:1][CH3:2])[CH2:4][C:5]=2[CH:22]=1)[CH:11]=[C:10]([C:13]([O:15][CH2:16][CH3:17])=[O:14])[C:9](=[O:18])[CH:8]=3. (2) Given the reactants [C:1]([C:3]1([OH:12])[CH2:7][CH2:6][CH:5]([C:8](OC)=[O:9])[CH2:4]1)#[CH:2].[H-].[H-].[H-].[H-].[Li+].[Al+3], predict the reaction product. The product is: [C:1]([C:3]1([OH:12])[CH2:7][CH2:6][CH:5]([CH2:8][OH:9])[CH2:4]1)#[CH:2]. (3) Given the reactants Cl[C:2]1[N:11]=[C:10]([NH:12][CH2:13][CH2:14][CH:15]([C:22]2[CH:27]=[CH:26][CH:25]=[CH:24][CH:23]=2)[C:16]2[CH:21]=[CH:20][CH:19]=[CH:18][CH:17]=2)[C:9]2[C:4](=[CH:5][CH:6]=[CH:7][CH:8]=2)[N:3]=1.[CH3:28][N:29]([CH3:39])[C:30]1[N:35]=[CH:34][C:33](B(O)O)=[CH:32][CH:31]=1.C(NC1C2C(=CC=CC=2)N=C(C2SC3C=CC=CC=3C=2)N=1)(C1C=CC=CC=1)C1C=CC=CC=1, predict the reaction product. The product is: [CH3:28][N:29]([CH3:39])[C:30]1[N:35]=[CH:34][C:33]([C:2]2[N:11]=[C:10]([NH:12][CH2:13][CH2:14][CH:15]([C:22]3[CH:27]=[CH:26][CH:25]=[CH:24][CH:23]=3)[C:16]3[CH:21]=[CH:20][CH:19]=[CH:18][CH:17]=3)[C:9]3[C:4](=[CH:5][CH:6]=[CH:7][CH:8]=3)[N:3]=2)=[CH:32][CH:31]=1. (4) Given the reactants [CH2:1]([C:3]1[CH:4]=[C:5]([C:9]2[C:14]([F:15])=[CH:13][CH:12]=[CH:11][C:10]=2[C:16]([OH:52])([C@@H:25]2[CH2:30][CH2:29][CH2:28][N:27]([C:31](=[O:51])[CH2:32]C3OCCN(S(C4C=CC=CC=4[N+]([O-])=O)(=O)=O)C3)[CH2:26]2)[CH2:17][CH2:18][CH2:19][NH:20][C:21](=[O:24])[O:22][CH3:23])[CH:6]=[CH:7][CH:8]=1)[CH3:2].[C:53]([O-:56])([O-])=O.[K+].[K+].[C:59]1(S)[CH:64]=CC=CC=1.[CH3:66][N:67](C=O)C, predict the reaction product. The product is: [CH2:1]([C:3]1[CH:4]=[C:5]([C:9]2[C:14]([F:15])=[CH:13][CH:12]=[CH:11][C:10]=2[C:16]([OH:52])([C@@H:25]2[CH2:30][CH2:29][CH2:28][N:27]([C:31](=[O:51])[CH2:32][N:67]3[CH2:66][CH2:53][O:56][CH2:59][CH2:64]3)[CH2:26]2)[CH2:17][CH2:18][CH2:19][NH:20][C:21](=[O:24])[O:22][CH3:23])[CH:6]=[CH:7][CH:8]=1)[CH3:2]. (5) Given the reactants [N:1]1([NH:7][C:8]([C:10]2[CH:25]=[CH:24][C:13]3[S:14][C:15]4[CH:23]=[CH:22][CH:21]=[CH:20][C:16]=4[C:17](Cl)=[N:18][C:12]=3[CH:11]=2)=[O:9])[CH2:6][CH2:5][CH2:4][CH2:3][CH2:2]1.[I-].[C:27]([C:29]1[CH:34]=[CH:33][CH:32]=[CH:31][C:30]=1[Zn+])#[N:28], predict the reaction product. The product is: [N:1]1([NH:7][C:8]([C:10]2[CH:25]=[CH:24][C:13]3[S:14][C:15]4[CH:23]=[CH:22][CH:21]=[CH:20][C:16]=4[C:17]([C:30]4[CH:31]=[CH:32][CH:33]=[CH:34][C:29]=4[C:27]#[N:28])=[N:18][C:12]=3[CH:11]=2)=[O:9])[CH2:6][CH2:5][CH2:4][CH2:3][CH2:2]1. (6) The product is: [F:1][C:2]1[CH:7]=[CH:6][C:5]([O:8][C:14]2[C:15]([C:18]#[N:19])=[N:16][CH:17]=[C:12]([S:23][C:24]3[N:29]=[CH:28][CH:27]=[CH:26][N:25]=3)[CH:13]=2)=[CH:4][CH:3]=1. Given the reactants [F:1][C:2]1[CH:7]=[CH:6][C:5]([OH:8])=[CH:4][CH:3]=1.[H-].[Na+].Br[C:12]1[CH:13]=[C:14]([N+]([O-])=O)[C:15]([C:18]#[N:19])=[N:16][CH:17]=1.[SH:23][C:24]1[N:29]=[CH:28][CH:27]=[CH:26][N:25]=1.[Cl-].[NH4+], predict the reaction product. (7) Given the reactants [F:1][CH:2]([F:31])[CH2:3][N:4]1[CH2:9][CH2:8][N:7]2[N:10]=[C:11]([NH:13][C:14]3[C:15](=[O:30])[N:16]([CH3:29])[CH:17]=[C:18](B4OC(C)(C)C(C)(C)O4)[CH:19]=3)[CH:12]=[C:6]2[CH2:5]1.[C:32]([C:36]1[CH:37]=[C:38]2[C:43](=[C:44]([F:46])[CH:45]=1)[C:42](=[O:47])[N:41]([C:48]1[N:55]=[CH:54][CH:53]=[C:52](Cl)[C:49]=1[CH:50]=[O:51])[N:40]=[CH:39]2)([CH3:35])([CH3:34])[CH3:33].[O-]P([O-])([O-])=O.[K+].[K+].[K+].C([O-])(=O)C.[Na+], predict the reaction product. The product is: [C:32]([C:36]1[CH:37]=[C:38]2[C:43](=[C:44]([F:46])[CH:45]=1)[C:42](=[O:47])[N:41]([C:48]1[N:55]=[CH:54][CH:53]=[C:52]([C:18]3[CH:19]=[C:14]([NH:13][C:11]4[CH:12]=[C:6]5[CH2:5][N:4]([CH2:3][CH:2]([F:31])[F:1])[CH2:9][CH2:8][N:7]5[N:10]=4)[C:15](=[O:30])[N:16]([CH3:29])[CH:17]=3)[C:49]=1[CH:50]=[O:51])[N:40]=[CH:39]2)([CH3:35])([CH3:33])[CH3:34].